Dataset: Full USPTO retrosynthesis dataset with 1.9M reactions from patents (1976-2016). Task: Predict the reactants needed to synthesize the given product. (1) The reactants are: [NH2:1][C:2]1[C:3]([O:43][CH3:44])=[C:4]([NH:15][C:16]([C:18]2[N:19]([CH3:42])[C:20]3[C:25]([CH:26]=2)=[CH:24][CH:23]=[CH:22][C:21]=3[CH2:27][N:28]2[CH2:33][CH2:32][N:31]([C:34]([C@@H:36]3[CH2:40][CH2:39][CH2:38][N:37]3[CH3:41])=[O:35])[CH2:30][CH2:29]2)=[O:17])[CH:5]=[C:6]([C:8]([F:14])([F:13])[C:9]([F:12])([F:11])[F:10])[CH:7]=1.C(N(CC)CC)C.[CH3:52][S:53](Cl)(=[O:55])=[O:54].[OH-].[Na+]. Given the product [CH3:52][S:53]([NH:1][C:2]1[C:3]([O:43][CH3:44])=[C:4]([NH:15][C:16]([C:18]2[N:19]([CH3:42])[C:20]3[C:25]([CH:26]=2)=[CH:24][CH:23]=[CH:22][C:21]=3[CH2:27][N:28]2[CH2:29][CH2:30][N:31]([C:34]([C@@H:36]3[CH2:40][CH2:39][CH2:38][N:37]3[CH3:41])=[O:35])[CH2:32][CH2:33]2)=[O:17])[CH:5]=[C:6]([C:8]([F:13])([F:14])[C:9]([F:12])([F:10])[F:11])[CH:7]=1)(=[O:55])=[O:54], predict the reactants needed to synthesize it. (2) Given the product [C:1]([C:3]1[CH:4]=[CH:5][C:6]([C:7]2[O:8][C:11]([C@H:12]([NH:16][C:17]3[C:25]4[CH:24]=[CH:23][S:22][C:21]=4[C:20]([C:26]#[N:27])=[CH:19][CH:18]=3)[C@H:13]([OH:15])[CH3:14])=[N:10][N:9]=2)=[CH:29][CH:30]=1)#[N:2], predict the reactants needed to synthesize it. The reactants are: [C:1]([C:3]1[CH:30]=[CH:29][C:6]([C:7]([NH:9][NH:10][C:11](=O)[C@H:12]([NH:16][C:17]2[C:25]3[CH:24]=[CH:23][S:22][C:21]=3[C:20]([C:26]#[N:27])=[CH:19][CH:18]=2)[C@H:13]([OH:15])[CH3:14])=[O:8])=[CH:5][CH:4]=1)#[N:2].CCN(P1(N(C)CCCN1C)=NC(C)(C)C)CC.CO.